From a dataset of HIV replication inhibition screening data with 41,000+ compounds from the AIDS Antiviral Screen. Binary Classification. Given a drug SMILES string, predict its activity (active/inactive) in a high-throughput screening assay against a specified biological target. (1) The drug is O=S(=O)(CCCCl)SCCCCl. The result is 0 (inactive). (2) The drug is CCOC(=O)C(C#N)=Cc1ccccc1OC. The result is 0 (inactive). (3) The molecule is N#CNc1nc(N)c(-c2ccc(Cl)cc2)c(C(=O)Nc2nccs2)n1. The result is 0 (inactive). (4) The compound is CC(=O)NNc1nc(C)c(C(C=Cc2ccc([N+](=O)[O-])cc2)=NN)s1. The result is 0 (inactive). (5) The compound is CC1(C(=O)OC2OC(CO)C(O)C(O)C2O)CCCC2(C)C1CCC13CC4CC(OC4(CO)C1O)C23. The result is 0 (inactive). (6) The molecule is COC1C=COC2(C)Oc3c(C)c(O)c4c(O)c(c(C=Nc5ccccc5C)c(O)c4c3C2=O)NC(=O)C(C)=CC=CC(C)C(O)C(C)C(O)C(C)C(OC(C)=O)C1C. The result is 0 (inactive). (7) The drug is COc1cc2c(c(Oc3ccc(C)cc3)c1)CN(C)CC2. The result is 0 (inactive). (8) The compound is O=C1c2ccccc2CC12Cc1cc3c(cc1C2)CCC3. The result is 0 (inactive).